This data is from Full USPTO retrosynthesis dataset with 1.9M reactions from patents (1976-2016). The task is: Predict the reactants needed to synthesize the given product. Given the product [F:32][C:29]1[CH:30]=[CH:31][C:26]([CH2:25][NH:24][C:23]([C:19]2[S:18][C:17]([C:15]([NH:14][C@@H:4]([CH2:5][NH:6][C:7]([C:9]3[S:10][CH:11]=[CH:12][CH:13]=3)=[O:8])[C:3]([OH:35])=[O:2])=[O:16])=[C:21]([CH3:22])[CH:20]=2)=[O:34])=[CH:27][C:28]=1[OH:33], predict the reactants needed to synthesize it. The reactants are: C[O:2][C:3](=[O:35])[C@@H:4]([NH:14][C:15]([C:17]1[S:18][C:19]([C:23](=[O:34])[NH:24][CH2:25][C:26]2[CH:31]=[CH:30][C:29]([F:32])=[C:28]([OH:33])[CH:27]=2)=[CH:20][C:21]=1[CH3:22])=[O:16])[CH2:5][NH:6][C:7]([C:9]1[S:10][CH:11]=[CH:12][CH:13]=1)=[O:8].O.[OH-].[Li+].Cl.